Dataset: Full USPTO retrosynthesis dataset with 1.9M reactions from patents (1976-2016). Task: Predict the reactants needed to synthesize the given product. (1) Given the product [Cl:51][C:49]1[CH:50]=[C:45]([C:39]2([C:41]([F:43])([F:42])[F:44])[O:38][N:37]=[C:36]([C:29]3[C:30]4[C:35](=[CH:34][CH:33]=[CH:32][CH:31]=4)[C:26]([C:24]4[CH:23]=[N:22][NH:21][CH:25]=4)=[CH:27][CH:28]=3)[CH2:40]2)[CH:46]=[C:47]([Cl:52])[CH:48]=1, predict the reactants needed to synthesize it. The reactants are: FC(F)(F)C(OC(=O)C(F)(F)F)=O.C(OC([N:21]1[CH:25]=[C:24]([C:26]2[C:35]3[C:30](=[CH:31][CH:32]=[CH:33][CH:34]=3)[C:29]([C:36]3[CH2:40][C:39]([C:45]4[CH:50]=[C:49]([Cl:51])[CH:48]=[C:47]([Cl:52])[CH:46]=4)([C:41]([F:44])([F:43])[F:42])[O:38][N:37]=3)=[CH:28][CH:27]=2)[CH:23]=[N:22]1)=O)(C)(C)C.[OH-].[Na+]. (2) Given the product [Br:1][C:2]1[C:3]([CH2:9][O:10][C:27]2[CH:26]=[CH:25][C:24]([Cl:23])=[C:29]([Cl:30])[CH:28]=2)=[CH:4][C:5]([Cl:8])=[N:6][CH:7]=1, predict the reactants needed to synthesize it. The reactants are: [Br:1][C:2]1[C:3]([CH2:9][OH:10])=[CH:4][C:5]([Cl:8])=[N:6][CH:7]=1.C(N(CC)CC)C.CS(Cl)(=O)=O.[Cl:23][C:24]1[CH:25]=[C:26](O)[CH:27]=[CH:28][C:29]=1[Cl:30].C(=O)([O-])[O-].[K+].[K+].